From a dataset of Full USPTO retrosynthesis dataset with 1.9M reactions from patents (1976-2016). Predict the reactants needed to synthesize the given product. (1) Given the product [CH3:47][CH:46]([CH3:48])[C:45]([NH:44][C:41]1[S:42][CH:43]=[C:39](/[CH:37]=[CH:8]/[C:7]2[CH:10]=[CH:11][C:4]([N+:1]([O-:3])=[O:2])=[CH:5][CH:6]=2)[N:40]=1)=[O:49], predict the reactants needed to synthesize it. The reactants are: [N+:1]([C:4]1[CH:11]=[CH:10][C:7]([CH2:8]Br)=[CH:6][CH:5]=1)([O-:3])=[O:2].C1(P(C2C=CC=CC=2)C2C=CC=CC=2)C=CC=CC=1.[O-]CCCC.[K+].[CH:37]([C:39]1[N:40]=[C:41]([NH:44][C:45](=[O:49])[CH:46]([CH3:48])[CH3:47])[S:42][CH:43]=1)=O. (2) Given the product [CH3:16][O:17][C:18]1[CH:23]=[CH:22][C:21]([C:24]2([C:27]3[N:28]4[N:33]=[C:4]([C:6]5[CH:14]=[CH:13][C:9]([C:10]([OH:12])=[O:11])=[CH:8][CH:7]=5)[CH:3]=[N:32][C:29]4=[N:30][N:31]=3)[CH2:26][CH2:25]2)=[CH:20][CH:19]=1.[CH3:16][O:17][C:18]1[CH:23]=[CH:22][C:21]([C:24]2([C:27]3[N:28]4[N:33]=[CH:3][C:4]([C:6]5[CH:14]=[CH:13][C:9]([C:10]([OH:12])=[O:11])=[CH:8][CH:7]=5)=[N:32][C:29]4=[N:30][N:31]=3)[CH2:26][CH2:25]2)=[CH:20][CH:19]=1, predict the reactants needed to synthesize it. The reactants are: O.O[CH:3](O)[C:4]([C:6]1[CH:14]=[CH:13][C:9]([C:10]([OH:12])=[O:11])=[CH:8][CH:7]=1)=O.[CH3:16][O:17][C:18]1[CH:23]=[CH:22][C:21]([C:24]2([C:27]3[N:28]([NH2:33])[C:29]([NH2:32])=[N:30][N:31]=3)[CH2:26][CH2:25]2)=[CH:20][CH:19]=1.